This data is from TCR-epitope binding with 47,182 pairs between 192 epitopes and 23,139 TCRs. The task is: Binary Classification. Given a T-cell receptor sequence (or CDR3 region) and an epitope sequence, predict whether binding occurs between them. (1) The epitope is FVRATATIPI. The TCR CDR3 sequence is CATSGGGAYEQYF. Result: 0 (the TCR does not bind to the epitope). (2) The epitope is ILGLPTQTV. The TCR CDR3 sequence is CASSLEGFNVLTF. Result: 0 (the TCR does not bind to the epitope). (3) The epitope is DPFRLLQNSQVFS. The TCR CDR3 sequence is CAGRLLGGGQETQYF. Result: 0 (the TCR does not bind to the epitope). (4) The TCR CDR3 sequence is CATSSVEPNTEAFF. Result: 0 (the TCR does not bind to the epitope). The epitope is EIYKRWII. (5) The epitope is GILGFVFTL. The TCR CDR3 sequence is CSASSGGPTDTQYF. Result: 1 (the TCR binds to the epitope). (6) The epitope is QECVRGTTVL. The TCR CDR3 sequence is CASSLAWGTDYEQYF. Result: 1 (the TCR binds to the epitope). (7) The epitope is RLRAEAQVK. The TCR CDR3 sequence is CASSIGTAAEAFF. Result: 0 (the TCR does not bind to the epitope).